Predict which catalyst facilitates the given reaction. From a dataset of Catalyst prediction with 721,799 reactions and 888 catalyst types from USPTO. (1) Reactant: [N:1]1[C:5]2[CH:6]=[CH:7][CH:8]=[CH:9][C:4]=2[NH:3][CH:2]=1.[H-].[Na+].ClC1C=CC([C:19]2[CH:24]=[CH:23][CH:22]=[CH:21][C:20]=2[S:25]([C:28]2[CH:33]=[CH:32][CH:31]=[CH:30][C:29]=2C2C=CC(Cl)=CC=2)(=[O:27])=[O:26])=CC=1. Product: [C:20]1([S:25]([C:28]2[CH:33]=[CH:32][C:31]([N:1]3[C:5]4[CH:6]=[CH:7][CH:8]=[CH:9][C:4]=4[N:3]=[CH:2]3)=[CH:30][CH:29]=2)(=[O:27])=[O:26])[CH:19]=[CH:24][CH:23]=[CH:22][CH:21]=1. The catalyst class is: 3. (2) Reactant: CN.C1N=[CH:6][N:5]([C:8]([N:10]2C=N[CH:12]=[CH:11]2)=[O:9])C=1.CCN(C(C)C)C(C)C.NCC[C@@:27]1([C:50]2[CH:55]=[CH:54][C:53]([F:56])=[CH:52][CH:51]=2)[O:32][C:31](=[O:33])[N:30]([C@H:34]([C:36]2[CH:41]=[CH:40][C:39]([C:42]3[CH:47]=[CH:46][C:45]([F:48])=[CH:44][C:43]=3[F:49])=[CH:38][CH:37]=2)[CH3:35])[CH2:29][CH2:28]1. Product: [F:49][C:43]1[CH:44]=[C:45]([F:48])[CH:46]=[CH:47][C:42]=1[C:39]1[CH:40]=[CH:41][C:36]([C@@H:34]([N:30]2[CH2:29][CH2:28][C@:27]([CH2:12][CH2:11][NH:10][C:8]([NH:5][CH3:6])=[O:9])([C:50]3[CH:51]=[CH:52][C:53]([F:56])=[CH:54][CH:55]=3)[O:32][C:31]2=[O:33])[CH3:35])=[CH:37][CH:38]=1. The catalyst class is: 2. (3) Reactant: [Cl:1][C:2]1[CH:11]=[C:10]2[C:5]([CH:6]=[C:7]([C:16]3[CH:21]=[C:20]([O:22][CH3:23])[CH:19]=[C:18]([O:24][CH3:25])[CH:17]=3)[C:8](=[O:15])[N:9]2[CH:12]([CH3:14])[CH3:13])=[CH:4][N:3]=1.[B-](F)(F)(F)[F:27].[B-](F)(F)(F)F.C1[N+]2(CCl)CC[N+](F)(CC2)C1. Product: [Cl:1][C:2]1[CH:11]=[C:10]2[C:5]([CH:6]=[C:7]([C:16]3[CH:17]=[C:18]([O:24][CH3:25])[CH:19]=[C:20]([O:22][CH3:23])[C:21]=3[F:27])[C:8](=[O:15])[N:9]2[CH:12]([CH3:14])[CH3:13])=[CH:4][N:3]=1. The catalyst class is: 245. (4) Reactant: C[O-].[Na+].C([NH:12][C:13]([NH:15][C:16]1[CH:21]=[C:20]([N+:22]([O-:24])=[O:23])[CH:19]=[CH:18][C:17]=1F)=[S:14])(=O)C1C=CC=CC=1. Product: [N+:22]([C:20]1[CH:19]=[CH:18][C:17]2[S:14][C:13]([NH2:12])=[N:15][C:16]=2[CH:21]=1)([O-:24])=[O:23]. The catalyst class is: 5. (5) Reactant: [F:1][CH:2]([F:29])[O:3][C:4]1[CH:9]=[CH:8][C:7]([CH:10]2[CH2:15][N:14]([C:16]([N:18]3[CH2:23][CH2:22][S:21](=[O:25])(=[O:24])[CH2:20][CH2:19]3)=[O:17])[CH2:13][CH:12]([C:26]([OH:28])=O)[CH2:11]2)=[CH:6][CH:5]=1.O[NH:31][C:32]([CH:34]1[CH2:36][CH2:35]1)=[NH:33].CN(C(ON1N=NC2C=CC=NC1=2)=[N+](C)C)C.F[P-](F)(F)(F)(F)F.C(N(CC)C(C)C)(C)C. Product: [CH:34]1([C:32]2[N:33]=[C:26]([CH:12]3[CH2:11][CH:10]([C:7]4[CH:6]=[CH:5][C:4]([O:3][CH:2]([F:29])[F:1])=[CH:9][CH:8]=4)[CH2:15][N:14]([C:16]([N:18]4[CH2:23][CH2:22][S:21](=[O:25])(=[O:24])[CH2:20][CH2:19]4)=[O:17])[CH2:13]3)[O:28][N:31]=2)[CH2:36][CH2:35]1. The catalyst class is: 3. (6) Reactant: [H-].[Na+].[Cl:3][C:4]1[CH:12]=[CH:11][CH:10]=[C:9]2[C:5]=1[C:6]([I:13])=[N:7][NH:8]2.[Cl:14][C:15]1[CH:23]=[CH:22][CH:21]=[C:20]([CH:24]2[CH2:26][CH2:25]2)[C:16]=1[C:17](Cl)=[O:18]. Product: [Cl:3][C:4]1[CH:12]=[CH:11][CH:10]=[C:9]2[C:5]=1[C:6]([I:13])=[N:7][N:8]2[C:17]([C:16]1[C:20]([CH:24]2[CH2:26][CH2:25]2)=[CH:21][CH:22]=[CH:23][C:15]=1[Cl:14])=[O:18]. The catalyst class is: 1.